From a dataset of Catalyst prediction with 721,799 reactions and 888 catalyst types from USPTO. Predict which catalyst facilitates the given reaction. (1) Reactant: Cl[C:2]1[CH:7]=[C:6]([Cl:8])[N:5]=[C:4]([O:9][CH3:10])[N:3]=1.[OH:11][C:12]1[CH:21]=[C:20]([CH3:22])[C:15]2[NH:16][C:17](=[O:19])[O:18][C:14]=2[CH:13]=1.C(=O)([O-])[O-].[K+].[K+].O. Product: [Cl:8][C:6]1[N:5]=[C:4]([O:9][CH3:10])[N:3]=[C:2]([O:11][C:12]2[CH:21]=[C:20]([CH3:22])[C:15]3[NH:16][C:17](=[O:19])[O:18][C:14]=3[CH:13]=2)[CH:7]=1. The catalyst class is: 3. (2) Reactant: Br[CH2:2][C:3](=O)[CH2:4][C@@H:5]1[CH2:10][CH2:9][CH2:8][CH2:7][N:6]1[C:11]([O:13][C:14]([CH3:17])([CH3:16])[CH3:15])=[O:12].[CH3:19][C:20]1[C:21]([NH2:27])=[N:22][CH:23]=[C:24]([CH3:26])[CH:25]=1. Product: [CH3:26][C:24]1[CH:25]=[C:20]([CH3:19])[C:21]2[N:22]([CH:2]=[C:3]([CH2:4][C@@H:5]3[CH2:10][CH2:9][CH2:8][CH2:7][N:6]3[C:11]([O:13][C:14]([CH3:17])([CH3:16])[CH3:15])=[O:12])[N:27]=2)[CH:23]=1. The catalyst class is: 3. (3) Reactant: C(OC([N:8]1[CH2:12][CH2:11][C:10]([CH2:37][C:38]([O:40][CH2:41][CH3:42])=[O:39])([CH:13]2[O:17][N:16]=[C:15]([C:18]3[CH:23]=[CH:22][C:21]([O:24][CH2:25][C:26]4[C:35]5[C:30](=[CH:31][CH:32]=[CH:33][CH:34]=5)[N:29]=[C:28]([CH3:36])[CH:27]=4)=[CH:20][CH:19]=3)[CH2:14]2)[CH2:9]1)=O)(C)(C)C.C(O)(C(F)(F)F)=O. Product: [CH2:41]([O:40][C:38](=[O:39])[CH2:37][C:10]1([CH:13]2[O:17][N:16]=[C:15]([C:18]3[CH:19]=[CH:20][C:21]([O:24][CH2:25][C:26]4[C:35]5[C:30](=[CH:31][CH:32]=[CH:33][CH:34]=5)[N:29]=[C:28]([CH3:36])[CH:27]=4)=[CH:22][CH:23]=3)[CH2:14]2)[CH2:11][CH2:12][NH:8][CH2:9]1)[CH3:42]. The catalyst class is: 2. (4) Reactant: C(=O)([O-])[O-].[K+].[K+].[I:7][C:8]1[CH:13]=[CH:12][C:11]([OH:14])=[CH:10][CH:9]=1.CS(O[CH:20]([CH3:42])[CH2:21][O:22][C:23]([C:36]1[CH:41]=[CH:40][CH:39]=[CH:38][CH:37]=1)([C:30]1[CH:35]=[CH:34][CH:33]=[CH:32][CH:31]=1)[C:24]1[CH:29]=[CH:28][CH:27]=[CH:26][CH:25]=1)(=O)=O. Product: [I:7][C:8]1[CH:13]=[CH:12][C:11]([O:14][CH:20]([CH3:42])[CH2:21][O:22][C:23]([C:30]2[CH:35]=[CH:34][CH:33]=[CH:32][CH:31]=2)([C:24]2[CH:25]=[CH:26][CH:27]=[CH:28][CH:29]=2)[C:36]2[CH:41]=[CH:40][CH:39]=[CH:38][CH:37]=2)=[CH:10][CH:9]=1. The catalyst class is: 35. (5) Reactant: [C:1]([C:5]1[CH:10]=[CH:9][C:8]([CH2:11][CH2:12][C:13]([NH:15][C:16]2[CH:21]=[CH:20][C:19](I)=[CH:18][CH:17]=2)=[O:14])=[CH:7][CH:6]=1)([CH3:4])([CH3:3])[CH3:2].[OH:23][C:24]1[CH:25]=[C:26](B(O)O)[CH:27]=[CH:28][CH:29]=1.[F-].[Cs+].C(O)C. Product: [C:1]([C:5]1[CH:10]=[CH:9][C:8]([CH2:11][CH2:12][C:13]([NH:15][C:16]2[CH:21]=[CH:20][C:19]([C:28]3[CH:27]=[CH:26][CH:25]=[C:24]([OH:23])[CH:29]=3)=[CH:18][CH:17]=2)=[O:14])=[CH:7][CH:6]=1)([CH3:4])([CH3:3])[CH3:2]. The catalyst class is: 75. (6) Reactant: [O:1]([C:8]1[CH:13]=[CH:12][C:11]([S:14](Cl)(=[O:16])=[O:15])=[CH:10][CH:9]=1)[C:2]1[CH:7]=[CH:6][CH:5]=[CH:4][CH:3]=1.[CH2:18]([O:24][CH2:25][CH2:26][NH2:27])[CH2:19][O:20][CH2:21][CH2:22][NH2:23].[CH2:28](N(CC)CC)C.[F:35][C:36]([F:47])([F:46])[C:37](O[C:37](=[O:38])[C:36]([F:47])([F:46])[F:35])=[O:38]. Product: [CH2:2]([O:1][C:8]1[CH:9]=[CH:10][C:11]([S:14]([NH:23][CH2:22][CH2:21][O:20][CH2:19][CH2:18][O:24][CH2:25][CH2:26][NH:27][C:37](=[O:38])[C:36]([F:47])([F:46])[F:35])(=[O:15])=[O:16])=[CH:12][CH:13]=1)[C:7]1[CH:6]=[CH:5][CH:4]=[CH:3][CH:28]=1. The catalyst class is: 2. (7) Reactant: [Br:1][C:2]1[CH:7]=[CH:6][CH:5]=[CH:4][C:3]=1[OH:8].Br[CH2:10][CH:11]1[CH2:16][CH2:15][CH2:14][CH2:13][CH2:12]1.C(=O)([O-])[O-].[K+].[K+].O. Product: [CH2:12]1[CH2:13][CH2:14][CH2:15][CH2:16][CH:11]1[CH2:10][O:8][C:3]1[CH:4]=[CH:5][CH:6]=[CH:7][C:2]=1[Br:1]. The catalyst class is: 9. (8) Reactant: [OH:1][CH:2]([CH:24]([O:26][CH2:27][O:28][CH3:29])[CH3:25])[CH2:3][N:4]1[C:9]([C:10]2[CH:11]=[C:12]([CH3:16])[CH:13]=[CH:14][CH:15]=2)=[CH:8][C:7]([C:17]([F:20])([F:19])[F:18])=[C:6]([C:21]#[N:22])[C:5]1=[O:23].C[N+]1([O-])CCOCC1. Product: [CH3:29][O:28][CH2:27][O:26][CH:24]([CH3:25])[C:2](=[O:1])[CH2:3][N:4]1[C:9]([C:10]2[CH:11]=[C:12]([CH3:16])[CH:13]=[CH:14][CH:15]=2)=[CH:8][C:7]([C:17]([F:18])([F:19])[F:20])=[C:6]([C:21]#[N:22])[C:5]1=[O:23]. The catalyst class is: 678. (9) Reactant: [CH:1]1([S:4]([O:7][CH2:8][CH2:9][CH2:10][CH3:11])(=[O:6])=[O:5])[CH2:3][CH2:2]1.C([Li])CCC.[O:17]1[CH:19]([CH3:20])[CH2:18]1.B(F)(F)F.CCOCC. Product: [OH:17][CH:19]([CH3:20])[CH2:18][C:1]1([S:4]([O:7][CH2:8][CH2:9][CH2:10][CH3:11])(=[O:6])=[O:5])[CH2:3][CH2:2]1. The catalyst class is: 1.